Dataset: Reaction yield outcomes from USPTO patents with 853,638 reactions. Task: Predict the reaction yield, written as a fraction of the theoretical maximum amount of product (1.0 means a 100% yield; for example, 0.34 means a 34% yield). (1) The reactants are [CH3:1][C:2]1[C:6]([CH3:7])=[C:5]([NH:8][C:9](=[O:16])OCC(Cl)(Cl)Cl)[O:4][N:3]=1.[F:17][C:18]1[CH:23]=[C:22]([F:24])[CH:21]=[CH:20][C:19]=1[C:25]1[N:30]=[C:29]([N:31]2[CH2:36][CH2:35][NH:34][CH2:33][CH2:32]2)[CH:28]=[CH:27][CH:26]=1. No catalyst specified. The product is [F:17][C:18]1[CH:23]=[C:22]([F:24])[CH:21]=[CH:20][C:19]=1[C:25]1[N:30]=[C:29]([N:31]2[CH2:32][CH2:33][N:34]([C:9]([NH:8][C:5]3[O:4][N:3]=[C:2]([CH3:1])[C:6]=3[CH3:7])=[O:16])[CH2:35][CH2:36]2)[CH:28]=[CH:27][CH:26]=1. The yield is 0.620. (2) The reactants are [C:1]([C:3]1[C:11]2[C:6](=[CH:7][C:8]([C:12](Cl)=[O:13])=[CH:9][CH:10]=2)[N:5]([CH2:15][CH3:16])[CH:4]=1)#[N:2].[NH2:17][C:18]1[CH:23]=[CH:22][CH:21]=[CH:20][CH:19]=1.CCOC(C)=O.C(Cl)Cl. The catalyst is C1COCC1.O. The product is [C:18]1([NH:17][C:12]([C:8]2[CH:7]=[C:6]3[C:11]([C:3]([C:1]#[N:2])=[CH:4][N:5]3[CH2:15][CH3:16])=[CH:10][CH:9]=2)=[O:13])[CH:23]=[CH:22][CH:21]=[CH:20][CH:19]=1. The yield is 0.510.